From a dataset of Catalyst prediction with 721,799 reactions and 888 catalyst types from USPTO. Predict which catalyst facilitates the given reaction. (1) Reactant: [C:1]([C:4]1([CH2:17][CH2:18][O:19][Si:20]([C:23]([CH3:26])([CH3:25])[CH3:24])([CH3:22])[CH3:21])[CH2:9][CH2:8][N:7]([C:10]([O:12][C:13]([CH3:16])([CH3:15])[CH3:14])=[O:11])[CH2:6][CH2:5]1)(=[O:3])[CH3:2].CN(P(N(C)C)(N(C)C)=O)C.[Li+].C[Si]([N-][Si](C)(C)C)(C)C.[C:48]1([CH2:54][CH:55]=[O:56])[CH:53]=[CH:52][CH:51]=[CH:50][CH:49]=1.[Cl-].[NH4+]. Product: [C:48]1([CH2:54][CH:55]([OH:56])[CH2:2][C:1]([C:4]2([CH2:17][CH2:18][O:19][Si:20]([C:23]([CH3:26])([CH3:25])[CH3:24])([CH3:22])[CH3:21])[CH2:9][CH2:8][N:7]([C:10]([O:12][C:13]([CH3:15])([CH3:16])[CH3:14])=[O:11])[CH2:6][CH2:5]2)=[O:3])[CH:53]=[CH:52][CH:51]=[CH:50][CH:49]=1. The catalyst class is: 116. (2) Reactant: [OH:1][C:2]1[CH:7]=[CH:6][C:5]([N:8]2[C:12]([C:13]([O:15][C:16]([CH3:19])([CH3:18])[CH3:17])=[O:14])=[CH:11][C:10]([CH:20]([CH3:22])[CH3:21])=[N:9]2)=[CH:4][C:3]=1[N+:23]([O-])=O. Product: [NH2:23][C:3]1[CH:4]=[C:5]([N:8]2[C:12]([C:13]([O:15][C:16]([CH3:18])([CH3:17])[CH3:19])=[O:14])=[CH:11][C:10]([CH:20]([CH3:22])[CH3:21])=[N:9]2)[CH:6]=[CH:7][C:2]=1[OH:1]. The catalyst class is: 407. (3) Reactant: [NH2:1][C:2]1[CH:11]=[C:10]([N:12]2[CH2:17][CH2:16][N:15]([C:18]([NH:20][CH:21]3[CH2:26][CH2:25][CH2:24][CH:23]([C:27]([O:29]C)=[O:28])[CH2:22]3)=[O:19])[CH2:14][CH2:13]2)[C:9]2[C:4](=[CH:5][C:6]([Cl:31])=[CH:7][CH:8]=2)[N:3]=1.O[Li].O. Product: [NH2:1][C:2]1[CH:11]=[C:10]([N:12]2[CH2:13][CH2:14][N:15]([C:18]([NH:20][CH:21]3[CH2:26][CH2:25][CH2:24][CH:23]([C:27]([OH:29])=[O:28])[CH2:22]3)=[O:19])[CH2:16][CH2:17]2)[C:9]2[C:4](=[CH:5][C:6]([Cl:31])=[CH:7][CH:8]=2)[N:3]=1. The catalyst class is: 20. (4) Reactant: CC[C@@H]1[C@@H]2C[C@H]([C@@H](OC3C4C(=CC=CC=4)C(O[C@@H](C4C=CN=C5C=4C=C(OC)C=C5)[C@@H]4N5C[C@H](CC)[C@@H](CC5)C4)=NN=3)C3C=CN=C4C=3C=C([O:22]C)C=C4)N(CC2)C1.[C:59]([O:63][C:64]1[CH:69]=[N:68][CH:67]=[C:66]([CH:70]=C)[N:65]=1)([CH3:62])([CH3:61])[CH3:60].S([O-])([O-])=O.[Na+].[Na+].O. Product: [C:59]([O:63][C:64]1[N:65]=[C:66]([CH:70]=[O:22])[CH:67]=[N:68][CH:69]=1)([CH3:62])([CH3:61])[CH3:60]. The catalyst class is: 107.